From a dataset of Full USPTO retrosynthesis dataset with 1.9M reactions from patents (1976-2016). Predict the reactants needed to synthesize the given product. (1) Given the product [CH2:11]([O:13][C:14]([C:16]1([NH:25][C:8]([C:3]2[C:2]([F:1])=[CH:7][CH:6]=[CH:5][N:4]=2)=[O:10])[CH2:24][C:23]2[C:18](=[CH:19][CH:20]=[CH:21][CH:22]=2)[CH2:17]1)=[O:15])[CH3:12], predict the reactants needed to synthesize it. The reactants are: [F:1][C:2]1[C:3]([C:8]([OH:10])=O)=[N:4][CH:5]=[CH:6][CH:7]=1.[CH2:11]([O:13][C:14]([C:16]1([NH2:25])[CH2:24][C:23]2[C:18](=[CH:19][CH:20]=[CH:21][CH:22]=2)[CH2:17]1)=[O:15])[CH3:12].CCN(C(C)C)C(C)C.CC(O)C.C(Cl)Cl. (2) The reactants are: [H-].[Al+3].[Li+].[H-].[H-].[H-].[C:7]([C:9]1[CH:18]=[CH:17][C:16]([S:19][CH3:20])=[CH:15][C:10]=1[C:11](OC)=[O:12])#[N:8].CO.O. Given the product [NH2:8][CH2:7][C:9]1[CH:18]=[CH:17][C:16]([S:19][CH3:20])=[CH:15][C:10]=1[CH2:11][OH:12], predict the reactants needed to synthesize it. (3) Given the product [Br:12][C:10]1[C:2]([OH:1])=[C:3]([CH:7]=[C:8]([CH3:11])[CH:9]=1)[C:4]([OH:6])=[O:5], predict the reactants needed to synthesize it. The reactants are: [OH:1][C:2]1[CH:10]=[CH:9][C:8]([CH3:11])=[CH:7][C:3]=1[C:4]([OH:6])=[O:5].[Br:12]Br. (4) Given the product [OH:22][C:20]1[CH:21]=[C:16]([CH2:15][CH2:14][C:13]([NH:12][C:9]2[CH:10]=[CH:11][C:6]([C:5]([OH:29])=[O:4])=[CH:7][CH:8]=2)=[O:28])[CH:17]=[C:18]([OH:26])[C:19]=1[OH:24], predict the reactants needed to synthesize it. The reactants are: N#N.C[O:4][C:5](=[O:29])[C:6]1[CH:11]=[CH:10][C:9]([NH:12][C:13](=[O:28])[CH2:14][CH2:15][C:16]2[CH:21]=[C:20]([O:22]C)[C:19]([O:24]C)=[C:18]([O:26]C)[CH:17]=2)=[CH:8][CH:7]=1.B(Br)(Br)Br.[Cl-].[Na+].O.CCOC(C)=O. (5) Given the product [F:1][C:2]1[CH:7]=[C:6]([F:8])[CH:5]=[CH:4][C:3]=1[NH:9][C:10]1[C:19]2[C:14](=[CH:15][C:16]([O:26][CH2:27][CH3:28])=[C:17]([CH:20]3[CH2:21][CH2:22][NH:23][CH2:24][CH2:25]3)[CH:18]=2)[N:13]=[CH:12][C:11]=1[C:29]([NH2:31])=[O:30], predict the reactants needed to synthesize it. The reactants are: [F:1][C:2]1[CH:7]=[C:6]([F:8])[CH:5]=[CH:4][C:3]=1[NH:9][C:10]1[C:19]2[C:14](=[CH:15][C:16]([O:26][CH2:27][CH3:28])=[C:17]([C:20]3[CH2:21][CH2:22][NH:23][CH2:24][CH:25]=3)[CH:18]=2)[N:13]=[CH:12][C:11]=1[C:29]([NH2:31])=[O:30].C(O)(C(F)(F)F)=O.C([SiH](CC)CC)C. (6) Given the product [ClH:39].[NH2:31][CH2:30][C:7]1[N:8]([CH2:26][CH:27]([CH3:28])[CH3:29])[C:9](=[O:25])[C:10]2[C:15]([C:6]=1[O:5][CH2:1][CH2:2][CH2:3][CH3:4])=[CH:14][C:13]([C:16]1[S:17][C:18]([C:22]([OH:24])=[O:23])=[C:19]([CH3:21])[N:20]=1)=[CH:12][CH:11]=2, predict the reactants needed to synthesize it. The reactants are: [CH2:1]([O:5][C:6]1[C:15]2[C:10](=[CH:11][CH:12]=[C:13]([C:16]3[S:17][C:18]([C:22]([OH:24])=[O:23])=[C:19]([CH3:21])[N:20]=3)[CH:14]=2)[C:9](=[O:25])[N:8]([CH2:26][CH:27]([CH3:29])[CH3:28])[C:7]=1[CH2:30][NH:31]C(OC(C)(C)C)=O)[CH2:2][CH2:3][CH3:4].[ClH:39]. (7) Given the product [C:7]1([CH2:2][C:1]([N:9]2[CH2:12][CH:11]([NH:13][C:14]3[CH:23]=[CH:22][N:21]=[C:20]4[C:15]=3[C:16]3[CH:28]=[CH:27][CH:26]=[CH:25][C:17]=3[C:18](=[O:24])[NH:19]4)[CH2:10]2)=[O:8])[CH:6]=[CH:5][CH:4]=[CH:3][CH:29]=1, predict the reactants needed to synthesize it. The reactants are: [C:1]([N:9]1[CH2:12][CH:11]([NH:13][C:14]2[CH:23]=[CH:22][N:21]=[C:20]3[C:15]=2[C:16]2[CH:28]=[CH:27][CH:26]=[CH:25][C:17]=2[C:18](=[O:24])[NH:19]3)[CH2:10]1)(=[O:8])[C:2]1[CH:7]=[CH:6][CH:5]=[CH:4][CH:3]=1.[C:29]1(CC(O)=O)C=CC=CC=1.